Dataset: Forward reaction prediction with 1.9M reactions from USPTO patents (1976-2016). Task: Predict the product of the given reaction. (1) Given the reactants CS(O)(=O)=O.[NH2:6][CH2:7][C:8]1[CH:9]=[C:10]2[C:14](=[CH:15][CH:16]=1)[C:13](=[O:17])[N:12]([CH:18]1[CH2:23][CH2:22][C:21](=[O:24])[NH:20][C:19]1=[O:25])[CH2:11]2.CN(C(ON1N=NC2C=CC=NC1=2)=[N+](C)C)C.F[P-](F)(F)(F)(F)F.[C:50]([C:54]1[CH:59]=[CH:58][C:57]([C:60]([F:65])([F:64])[C:61](O)=[O:62])=[CH:56][CH:55]=1)([CH3:53])([CH3:52])[CH3:51].C(N(C(C)C)C(C)C)C, predict the reaction product. The product is: [C:50]([C:54]1[CH:59]=[CH:58][C:57]([C:60]([F:64])([F:65])[C:61]([NH:6][CH2:7][C:8]2[CH:9]=[C:10]3[C:14](=[CH:15][CH:16]=2)[C:13](=[O:17])[N:12]([CH:18]2[CH2:23][CH2:22][C:21](=[O:24])[NH:20][C:19]2=[O:25])[CH2:11]3)=[O:62])=[CH:56][CH:55]=1)([CH3:53])([CH3:51])[CH3:52]. (2) Given the reactants [CH3:1][O:2][C:3](=[O:31])[CH2:4][O:5][C:6]1[CH:11]=[CH:10][C:9]([O:12][CH2:13][C:14]2[S:15][C:16](Br)=[C:17]([C:19]3[CH:24]=[CH:23][C:22]([O:25][CH:26]([CH3:28])[CH3:27])=[CH:21][CH:20]=3)[N:18]=2)=[CH:8][C:7]=1[CH3:30].[F:32][C:33]([F:44])([F:43])[C:34]1[CH:39]=[CH:38][C:37](B(O)O)=[CH:36][CH:35]=1.C(=O)([O-])[O-].[Na+].[Na+].C(O)C, predict the reaction product. The product is: [CH3:1][O:2][C:3](=[O:31])[CH2:4][O:5][C:6]1[CH:11]=[CH:10][C:9]([O:12][CH2:13][C:14]2[S:15][C:16]([C:37]3[CH:38]=[CH:39][C:34]([C:33]([F:44])([F:43])[F:32])=[CH:35][CH:36]=3)=[C:17]([C:19]3[CH:24]=[CH:23][C:22]([O:25][CH:26]([CH3:28])[CH3:27])=[CH:21][CH:20]=3)[N:18]=2)=[CH:8][C:7]=1[CH3:30].